Dataset: Full USPTO retrosynthesis dataset with 1.9M reactions from patents (1976-2016). Task: Predict the reactants needed to synthesize the given product. (1) The reactants are: [F:1][C:2]1[CH:19]=[CH:18][C:5]([C:6]([NH:8][C:9]2[CH:17]=[CH:16][C:12]([C:13](O)=[O:14])=[CH:11][CH:10]=2)=[O:7])=[CH:4][CH:3]=1.N1C=CC=CC=1.S(Cl)([Cl:28])=O. Given the product [F:1][C:2]1[CH:19]=[CH:18][C:5]([C:6]([NH:8][C:9]2[CH:17]=[CH:16][C:12]([C:13]([Cl:28])=[O:14])=[CH:11][CH:10]=2)=[O:7])=[CH:4][CH:3]=1, predict the reactants needed to synthesize it. (2) Given the product [NH2:25][CH:26]1[CH2:31][CH2:30][CH:29]([NH:32][C:15]2[N:14]=[C:13]3[C:9]([N:10]=[CH:11][N:12]3[CH:18]3[CH2:22][CH2:21][CH2:20][CH2:19]3)=[C:8]([NH:7][CH2:6][C:5]3[CH:23]=[CH:24][C:2]([Br:1])=[CH:3][CH:4]=3)[N:16]=2)[CH2:28][CH2:27]1, predict the reactants needed to synthesize it. The reactants are: [Br:1][C:2]1[CH:24]=[CH:23][C:5]([CH2:6][NH:7][C:8]2[N:16]=[C:15](Cl)[N:14]=[C:13]3[C:9]=2[N:10]=[CH:11][N:12]3[CH:18]2[CH2:22][CH2:21][CH2:20][CH2:19]2)=[CH:4][CH:3]=1.[NH2:25][C@H:26]1[CH2:31][CH2:30][C@H:29]([NH2:32])[CH2:28][CH2:27]1.O.